This data is from Reaction yield outcomes from USPTO patents with 853,638 reactions. The task is: Predict the reaction yield, written as a fraction of the theoretical maximum amount of product (1.0 means a 100% yield; for example, 0.34 means a 34% yield). (1) The yield is 0.270. The product is [F:31][CH:27]([F:32])[N:21]1[C:20]([C:19]2[C:14]([O:13][CH2:12][C@H:10]3[CH2:11][C@@H:9]3[C:6]3[CH:5]=[CH:4][C:3]([O:2][CH3:1])=[CH:8][N:7]=3)=[N:15][C:16]([CH3:25])=[N:17][CH:18]=2)=[CH:24][N:23]=[N:22]1. The catalyst is CN(C=O)C. The reactants are [CH3:1][O:2][C:3]1[CH:4]=[CH:5][C:6]([C@H:9]2[CH2:11][C@@H:10]2[CH2:12][O:13][C:14]2[C:19]([C:20]3[N:21]=[N:22][NH:23][CH:24]=3)=[CH:18][N:17]=[C:16]([CH3:25])[N:15]=2)=[N:7][CH:8]=1.Cl[C:27]([F:32])([F:31])C([O-])=O.[Na+].C([O-])([O-])=O.[Cs+].[Cs+]. (2) The reactants are C[O:2][C:3]1[CH:4]=[CH:5][C:6]2[CH:10]=[C:9]([CH3:11])[S:8][C:7]=2[CH:12]=1.B(Br)(Br)Br. No catalyst specified. The product is [OH:2][C:3]1[CH:4]=[CH:5][C:6]2[CH:10]=[C:9]([CH3:11])[S:8][C:7]=2[CH:12]=1. The yield is 0.930. (3) The reactants are Cl[C:2]1[CH:7]=[CH:6][N:5]=[C:4]([C@@H:8]([NH:12][C:13](=[O:19])[O:14][C:15]([CH3:18])([CH3:17])[CH3:16])[CH2:9][CH:10]=[CH2:11])[CH:3]=1.[C:20]([O:24][C:25]([NH:27][C:28]1[CH:29]=[N:30][CH:31]=[CH:32][C:33]=1B(O)O)=[O:26])([CH3:23])([CH3:22])[CH3:21].[O-]P([O-])([O-])=O.[K+].[K+].[K+]. The catalyst is C1COCC1. The product is [C:15]([O:14][C:13]([NH:12][C@H:8]([C:4]1[CH:3]=[C:2]([C:33]2[CH:32]=[CH:31][N:30]=[CH:29][C:28]=2[NH:27][C:25](=[O:26])[O:24][C:20]([CH3:22])([CH3:21])[CH3:23])[CH:7]=[CH:6][N:5]=1)[CH2:9][CH:10]=[CH2:11])=[O:19])([CH3:18])([CH3:17])[CH3:16]. The yield is 0.400.